Dataset: NCI-60 drug combinations with 297,098 pairs across 59 cell lines. Task: Regression. Given two drug SMILES strings and cell line genomic features, predict the synergy score measuring deviation from expected non-interaction effect. Drug 1: C1CCN(CC1)CCOC2=CC=C(C=C2)C(=O)C3=C(SC4=C3C=CC(=C4)O)C5=CC=C(C=C5)O. Drug 2: CC12CCC3C(C1CCC2OP(=O)(O)O)CCC4=C3C=CC(=C4)OC(=O)N(CCCl)CCCl.[Na+]. Cell line: SNB-75. Synergy scores: CSS=-1.04, Synergy_ZIP=-1.47, Synergy_Bliss=-4.53, Synergy_Loewe=-4.71, Synergy_HSA=-4.71.